Predict which catalyst facilitates the given reaction. From a dataset of Catalyst prediction with 721,799 reactions and 888 catalyst types from USPTO. (1) The catalyst class is: 5. Product: [OH:10][C:11]1[CH:12]=[CH:13][C:14]([N:17]([C:18]2[CH:19]=[C:20]3[C:24](=[CH:25][CH:26]=2)[NH:23][CH:22]=[CH:21]3)[C:34]([C:36]2[C:44]3[C:39](=[CH:40][CH:41]=[CH:42][CH:43]=3)[N:38]([C:45]3[C:53]([C:54]([N:56]4[C@H:65]([CH2:66][N:67]5[CH2:68][CH2:69][N:70]([CH3:73])[CH2:71][CH2:72]5)[CH2:64][C:63]5[C:58](=[CH:59][CH:60]=[CH:61][CH:62]=5)[CH2:57]4)=[O:55])=[CH:52][C:48]4[O:49][CH2:50][O:51][C:47]=4[CH:46]=3)[CH:37]=2)=[O:35])=[CH:15][CH:16]=1. Reactant: [OH-].[K+].[Si]([O:10][C:11]1[CH:16]=[CH:15][C:14]([N:17]([C:34]([C:36]2[C:44]3[C:39](=[CH:40][CH:41]=[CH:42][CH:43]=3)[N:38]([C:45]3[C:53]([C:54]([N:56]4[C@H:65]([CH2:66][N:67]5[CH2:72][CH2:71][N:70]([CH3:73])[CH2:69][CH2:68]5)[CH2:64][C:63]5[C:58](=[CH:59][CH:60]=[CH:61][CH:62]=5)[CH2:57]4)=[O:55])=[CH:52][C:48]4[O:49][CH2:50][O:51][C:47]=4[CH:46]=3)[CH:37]=2)=[O:35])[C:18]2[CH:19]=[C:20]3[C:24](=[CH:25][CH:26]=2)[N:23](C(OC(C)(C)C)=O)[CH:22]=[CH:21]3)=[CH:13][CH:12]=1)(C(C)(C)C)(C)C. (2) Reactant: [OH-].[Na+].[Br:3][C:4]1[CH:9]=[CH:8][C:7]([OH:10])=[C:6]([F:11])[C:5]=1[F:12].Br[CH2:14][CH3:15]. Product: [CH2:14]([O:10][C:7]1[CH:8]=[CH:9][C:4]([Br:3])=[C:5]([F:12])[C:6]=1[F:11])[CH3:15]. The catalyst class is: 568.